From a dataset of Catalyst prediction with 721,799 reactions and 888 catalyst types from USPTO. Predict which catalyst facilitates the given reaction. (1) Reactant: [NH:1]1[C:9]2[C:4](=[CH:5][CH:6]=[CH:7][CH:8]=2)[CH:3]=[C:2]1[C:10]([OH:12])=O.C[N:14](C(ON1N=NC2C=CC=NC1=2)=[N+](C)C)C.F[P-](F)(F)(F)(F)F.CCN(C(C)C)C(C)C.O. Product: [NH:1]1[C:9]2[C:4](=[CH:5][CH:6]=[CH:7][CH:8]=2)[CH:3]=[C:2]1[C:10]([NH2:14])=[O:12]. The catalyst class is: 3. (2) Reactant: [Cl:1][C:2]1[CH:30]=[C:29]([Cl:31])[CH:28]=[CH:27][C:3]=1[CH2:4][O:5][CH2:6][C@H:7]1[O:11][CH:10]([O:12]C)[C@:9]([C:15]#[CH:16])([OH:14])[C@@H:8]1[O:17][CH2:18][C:19]1[CH:24]=[CH:23][C:22]([Cl:25])=[CH:21][C:20]=1[Cl:26].C(O)(C(F)(F)F)=O. Product: [Cl:1][C:2]1[CH:30]=[C:29]([Cl:31])[CH:28]=[CH:27][C:3]=1[CH2:4][O:5][CH2:6][C@H:7]1[O:11][CH:10]([OH:12])[C@:9]([C:15]#[CH:16])([OH:14])[C@@H:8]1[O:17][CH2:18][C:19]1[CH:24]=[CH:23][C:22]([Cl:25])=[CH:21][C:20]=1[Cl:26]. The catalyst class is: 6. (3) Reactant: [H-].[Al+3].[Li+].[H-].[H-].[H-].[CH2:7]([CH:10]1[CH2:15][CH:14]([C:16](OCC)=[O:17])[CH:13]([C:21]2[CH:26]=[CH:25][C:24]([C:27]3[CH:32]=[C:31]([F:33])[C:30]([F:34])=[C:29]([F:35])[CH:28]=3)=[CH:23][C:22]=2[OH:36])[CH2:12][CH2:11]1)[CH2:8][CH3:9]. Product: [F:33][C:31]1[CH:32]=[C:27]([C:24]2[CH:25]=[CH:26][C:21]([CH:13]3[CH2:12][CH2:11][CH:10]([CH2:7][CH2:8][CH3:9])[CH2:15][CH:14]3[CH2:16][OH:17])=[C:22]([OH:36])[CH:23]=2)[CH:28]=[C:29]([F:35])[C:30]=1[F:34]. The catalyst class is: 1. (4) Reactant: C1COCC1.[CH2:6]([O:8][C:9]([C:11]1[N:12]([C:34]2[CH:39]=[CH:38][C:37]([O:40][CH:41]3[CH2:45][CH2:44][CH2:43][CH2:42]3)=[CH:36][CH:35]=2)[C:13]2[C:18]([C:19]=1[CH2:20][CH2:21][C:22]#[N:23])=[CH:17][C:16]([C:24]1[CH:29]=[CH:28][C:27]([C:30]([F:33])([F:32])[F:31])=[CH:26][CH:25]=1)=[CH:15][CH:14]=2)=[O:10])[CH3:7].Cl.[OH-].[Na+]. Product: [CH2:6]([O:8][C:9]([C:11]1[N:12]([C:34]2[CH:39]=[CH:38][C:37]([O:40][CH:41]3[CH2:42][CH2:43][CH2:44][CH2:45]3)=[CH:36][CH:35]=2)[C:13]2[C:18]([C:19]=1[CH2:20][CH2:21][CH2:22][NH2:23])=[CH:17][C:16]([C:24]1[CH:29]=[CH:28][C:27]([C:30]([F:33])([F:31])[F:32])=[CH:26][CH:25]=1)=[CH:15][CH:14]=2)=[O:10])[CH3:7]. The catalyst class is: 6. (5) Reactant: [C:1]1([CH:7]([C:9]2[CH:14]=[CH:13][CH:12]=[C:11]([C:15]([F:18])([F:17])[F:16])[CH:10]=2)O)[CH:6]=[CH:5][CH:4]=[CH:3][CH:2]=1.S(Cl)(Cl)=O.[NH:23]1[CH2:28][CH2:27][NH:26][CH2:25][CH2:24]1. Product: [C:1]1([CH:7]([C:9]2[CH:14]=[CH:13][CH:12]=[C:11]([C:15]([F:18])([F:17])[F:16])[CH:10]=2)[N:23]2[CH2:28][CH2:27][NH:26][CH2:25][CH2:24]2)[CH:6]=[CH:5][CH:4]=[CH:3][CH:2]=1. The catalyst class is: 759. (6) Reactant: [C:1]1([N:7]2[C:15]3[CH2:14][CH2:13][NH:12][CH2:11][C:10]=3[N:9]=[CH:8]2)[CH:6]=[CH:5][CH:4]=[CH:3][CH:2]=1.[Cl:16][C:17]1[CH:22]=[CH:21][CH:20]=[C:19]([N:23]=[C:24]=[O:25])[CH:18]=1.O. Product: [Cl:16][C:17]1[CH:18]=[C:19]([NH:23][C:24]([N:12]2[CH2:13][CH2:14][C:15]3[N:7]([C:1]4[CH:2]=[CH:3][CH:4]=[CH:5][CH:6]=4)[CH:8]=[N:9][C:10]=3[CH2:11]2)=[O:25])[CH:20]=[CH:21][CH:22]=1. The catalyst class is: 2. (7) Reactant: [CH2:1]([C@@H:8]([C@@H:18]([O:20][CH2:21][C:22]1[CH:27]=[CH:26][C:25]([O:28][CH3:29])=[CH:24][CH:23]=1)[CH3:19])[CH:9]([OH:17])[CH2:10][C:11]1[CH:16]=[CH:15][CH:14]=[CH:13][CH:12]=1)[C:2]1[CH:7]=[CH:6][CH:5]=[CH:4][CH:3]=1.C([O-])(O)=O.[Na+]. Product: [CH2:1]([C@@H:8]([C@@H:18]([O:20][CH2:21][C:22]1[CH:27]=[CH:26][C:25]([O:28][CH3:29])=[CH:24][CH:23]=1)[CH3:19])[C:9](=[O:17])[CH2:10][C:11]1[CH:16]=[CH:15][CH:14]=[CH:13][CH:12]=1)[C:2]1[CH:3]=[CH:4][CH:5]=[CH:6][CH:7]=1. The catalyst class is: 2. (8) Reactant: [CH:1]([O:4][C:5]([N:7]1[CH2:12][CH2:11][CH:10]([O:13][C:14]2[N:19]=[CH:18][N:17]=[C:16]3[N:20]([C:23]4[CH:28]=[CH:27][C:26](I)=[CH:25][C:24]=4[CH3:30])[N:21]=[CH:22][C:15]=23)[CH2:9][CH2:8]1)=[O:6])([CH3:3])[CH3:2].[CH2:31]([NH2:34])[CH2:32][CH3:33].N1CCC[C@H]1C(O)=O.C(=O)([O-])[O-].[K+].[K+]. Product: [CH:1]([O:4][C:5]([N:7]1[CH2:12][CH2:11][CH:10]([O:13][C:14]2[N:19]=[CH:18][N:17]=[C:16]3[N:20]([C:23]4[CH:28]=[CH:27][C:26]([NH:34][CH2:31][CH2:32][CH3:33])=[CH:25][C:24]=4[CH3:30])[N:21]=[CH:22][C:15]=23)[CH2:9][CH2:8]1)=[O:6])([CH3:3])[CH3:2]. The catalyst class is: 846. (9) Reactant: [CH3:1][N:2]([CH2:9][CH2:10][O:11][C:12]1[CH:25]=[CH:24][C:15]([CH2:16][CH:17]2[S:21][C:20](=[O:22])[NH:19][C:18]2=[O:23])=[CH:14][CH:13]=1)[C:3]1[CH:8]=[CH:7][CH:6]=[CH:5][N:4]=1.[CH2:26]([S:32]([OH:35])(=[O:34])=[O:33])[CH2:27][S:28]([OH:31])(=[O:30])=[O:29]. Product: [CH2:26]([S:32]([OH:35])(=[O:34])=[O:33])[CH2:27][S:28]([OH:31])(=[O:30])=[O:29].[CH3:1][N:2]([CH2:9][CH2:10][O:11][C:12]1[CH:25]=[CH:24][C:15]([CH2:16][CH:17]2[S:21][C:20](=[O:22])[NH:19][C:18]2=[O:23])=[CH:14][CH:13]=1)[C:3]1[CH:8]=[CH:7][CH:6]=[CH:5][N:4]=1. The catalyst class is: 8.